This data is from Reaction yield outcomes from USPTO patents with 853,638 reactions. The task is: Predict the reaction yield, written as a fraction of the theoretical maximum amount of product (1.0 means a 100% yield; for example, 0.34 means a 34% yield). (1) The reactants are [Sn](C)(C)(C)[CH3:2].Br[C:7]1[C:8]([C:19]2[CH:24]=[CH:23][C:22]([O:25][CH3:26])=[C:21]([F:27])[CH:20]=2)=[N:9][S:10][C:11]=1[NH:12][C:13]([C@@H:15]1[CH2:17][C@H:16]1[CH3:18])=[O:14]. The catalyst is CN(C=O)C.CCOC(C)=O.[Cl-].[Na+].O.Cl[Pd](Cl)([P](C1C=CC=CC=1)(C1C=CC=CC=1)C1C=CC=CC=1)[P](C1C=CC=CC=1)(C1C=CC=CC=1)C1C=CC=CC=1. The product is [F:27][C:21]1[CH:20]=[C:19]([C:8]2[C:7]([CH3:2])=[C:11]([NH:12][C:13]([C@@H:15]3[CH2:17][C@H:16]3[CH3:18])=[O:14])[S:10][N:9]=2)[CH:24]=[CH:23][C:22]=1[O:25][CH3:26]. The yield is 0.492. (2) The reactants are C(OC(=O)N([CH:19]1[CH2:24][CH2:23][N:22]([C:25](=[O:53])[C@@H:26]([NH:31][C:32](=[O:52])[C@H:33]([CH2:46][CH:47]2[CH2:51][CH2:50][CH2:49][CH2:48]2)[CH2:34][N:35]([O:38]CC2C=CC=CC=2)[CH:36]=[O:37])[C:27]([CH3:30])([CH3:29])[CH3:28])[CH2:21][CH2:20]1)CC1C=CC(C)=CC=1)C1C=CC=CC=1.[H][H].[CH2:57](O)[CH3:58]. The catalyst is [Pd]. The product is [CH:47]1([CH2:46][C@H:33]([CH2:34][N:35]([CH:36]=[O:37])[OH:38])[C:32]([NH:31][C@H:26]([C:25]([N:22]2[CH2:21][CH2:20][CH:19]([CH2:51][C:47]3[CH:48]=[CH:49][C:57]([CH3:58])=[CH:33][CH:46]=3)[CH2:24][CH2:23]2)=[O:53])[C:27]([CH3:28])([CH3:30])[CH3:29])=[O:52])[CH2:48][CH2:49][CH2:50][CH2:51]1. The yield is 0.560. (3) The reactants are [H-].[Na+].[Br:3][C:4]1[CH:9]=[CH:8][C:7]([CH3:10])=[CH:6][C:5]=1[C:11]([OH:16])([CH2:14][F:15])[CH2:12][F:13].[CH2:17](Cl)[O:18][CH2:19][CH2:20]OC.CC(=O)OCC. The catalyst is C1COCC1.O. The product is [Br:3][C:4]1[CH:9]=[CH:8][C:7]([CH3:10])=[CH:6][C:5]=1[C:11]([O:16][CH2:17][O:18][CH2:19][CH3:20])([CH2:12][F:13])[CH2:14][F:15]. The yield is 0.680. (4) The reactants are I[C:2]1[C:10]2[C:5](=[CH:6][CH:7]=[C:8]([O:11][CH3:12])[CH:9]=2)[N:4]([CH3:13])[CH:3]=1.[CH3:14][C:15]1([CH3:22])[C:19]([CH3:21])([CH3:20])[O:18][BH:17][O:16]1. The catalyst is O1CCOCC1.C1C=CC(P(C2C=CC=CC=2)[C-]2C=CC=C2)=CC=1.C1C=CC(P(C2C=CC=CC=2)[C-]2C=CC=C2)=CC=1.Cl[Pd]Cl.[Fe+2].C(Cl)Cl. The product is [CH3:12][O:11][C:8]1[CH:9]=[C:10]2[C:5](=[CH:6][CH:7]=1)[N:4]([CH3:13])[CH:3]=[C:2]2[B:17]1[O:18][C:19]([CH3:21])([CH3:20])[C:15]([CH3:22])([CH3:14])[O:16]1. The yield is 0.370. (5) The reactants are [CH2:1]([O:3][C:4](=[O:21])[CH:5]([C:12]1[CH:17]=[CH:16][C:15]([N+:18]([O-])=O)=[CH:14][CH:13]=1)[CH2:6][CH:7]1[CH2:11][CH2:10][CH2:9][CH2:8]1)[CH3:2]. The catalyst is C(OCC)(=O)C.[Pd]. The product is [CH2:1]([O:3][C:4](=[O:21])[CH:5]([C:12]1[CH:17]=[CH:16][C:15]([NH2:18])=[CH:14][CH:13]=1)[CH2:6][CH:7]1[CH2:8][CH2:9][CH2:10][CH2:11]1)[CH3:2]. The yield is 0.533. (6) The reactants are [Br:1][C:2]1[CH:10]=[CH:9][C:5]([C:6](O)=[O:7])=[CH:4][C:3]=1[F:11].C(Cl)(=O)C(Cl)=O.Cl.[CH3:19][NH:20][O:21][CH3:22].C(N(CC)CC)C. The catalyst is ClCCl.CN(C=O)C. The product is [Br:1][C:2]1[CH:10]=[CH:9][C:5]([C:6]([N:20]([O:21][CH3:22])[CH3:19])=[O:7])=[CH:4][C:3]=1[F:11]. The yield is 0.959. (7) The reactants are [C:1]([N:5]1[C:9](=[O:10])[C:8](Cl)=[C:7]([C:12]2[CH:17]=[CH:16][CH:15]=[CH:14][CH:13]=2)[S:6]1(=[O:19])=[O:18])([CH3:4])([CH3:3])[CH3:2].[N:20]1([C:26]2[N:31]=[CH:30][C:29]([NH2:32])=[CH:28][CH:27]=2)[CH2:25][CH2:24][O:23][CH2:22][CH2:21]1. The catalyst is CC#N. The product is [C:1]([N:5]1[C:9](=[O:10])[C:8]([NH:32][C:29]2[CH:30]=[N:31][C:26]([N:20]3[CH2:21][CH2:22][O:23][CH2:24][CH2:25]3)=[CH:27][CH:28]=2)=[C:7]([C:12]2[CH:17]=[CH:16][CH:15]=[CH:14][CH:13]=2)[S:6]1(=[O:19])=[O:18])([CH3:4])([CH3:3])[CH3:2]. The yield is 0.170. (8) The reactants are [CH3:1][O:2][C:3]1[CH:8]=[CH:7][C:6]([CH:9]=[CH:10][C:11](=[O:13])[CH3:12])=[CH:5][CH:4]=1.[OH-].[Na+].O.[CH:17](=O)[C:18]1[CH:23]=[CH:22][CH:21]=[CH:20][CH:19]=1. The catalyst is CO. The product is [CH3:1][O:2][C:3]1[CH:8]=[CH:7][C:6]([CH:9]=[CH:10][C:11](=[O:13])[CH:12]=[CH:17][C:18]2[CH:23]=[CH:22][CH:21]=[CH:20][CH:19]=2)=[CH:5][CH:4]=1. The yield is 0.940.